The task is: Predict the reaction yield, written as a fraction of the theoretical maximum amount of product (1.0 means a 100% yield; for example, 0.34 means a 34% yield).. This data is from Reaction yield outcomes from USPTO patents with 853,638 reactions. (1) The reactants are [ClH:1].O1CCOCC1.C[Si](C)(C)CC[N:12]([C@H:16]1[CH2:21][CH2:20][C@H:19]([C:22]2[NH:26][C:25](=[O:27])[O:24][N:23]=2)[CH2:18][CH2:17]1)C(=O)[O-]. No catalyst specified. The product is [ClH:1].[NH2:12][C@H:16]1[CH2:17][CH2:18][C@H:19]([C:22]2[NH:26][C:25](=[O:27])[O:24][N:23]=2)[CH2:20][CH2:21]1. The yield is 1.00. (2) The reactants are Br[C:2]1[CH:3]=[C:4]2[C:8](=[C:9]([C:11]([NH2:13])=[O:12])[CH:10]=1)[NH:7][CH:6]=[CH:5]2.[F:14][C:15]1[CH:20]=[CH:19][CH:18]=[CH:17][C:16]=1B(O)O.P([O-])([O-])([O-])=O.[K+].[K+].[K+]. The catalyst is O. The product is [F:14][C:15]1[CH:20]=[CH:19][CH:18]=[CH:17][C:16]=1[C:2]1[CH:3]=[C:4]2[C:8](=[C:9]([C:11]([NH2:13])=[O:12])[CH:10]=1)[NH:7][CH:6]=[CH:5]2. The yield is 0.810. (3) The reactants are [CH2:1]([N:3]1[CH:7]=[C:6]([C:8]2[CH:13]=[CH:12][N:11]=[C:10]3[NH:14][C:15]([C:17]4[CH:22]=[CH:21][C:20]([CH2:23][N:24]5[CH2:29][CH2:28][O:27][CH2:26][CH2:25]5)=[CH:19][CH:18]=4)=[CH:16][C:9]=23)[C:5]([C:30]2[CH:35]=[CH:34][C:33]([NH2:36])=[CH:32][CH:31]=2)=[N:4]1)[CH3:2].[CH2:37]([N:39]([CH2:42][CH3:43])[CH2:40]C)[CH3:38].ClC(OC(C)=C)=[O:46].N1CCCC1. The catalyst is O1CCCC1. The product is [CH2:1]([N:3]1[CH:7]=[C:6]([C:8]2[CH:13]=[CH:12][N:11]=[C:10]3[NH:14][C:15]([C:17]4[CH:22]=[CH:21][C:20]([CH2:23][N:24]5[CH2:29][CH2:28][O:27][CH2:26][CH2:25]5)=[CH:19][CH:18]=4)=[CH:16][C:9]=23)[C:5]([C:30]2[CH:35]=[CH:34][C:33]([NH:36][C:40]([N:39]3[CH2:42][CH2:43][CH2:38][CH2:37]3)=[O:46])=[CH:32][CH:31]=2)=[N:4]1)[CH3:2]. The yield is 0.370. (4) The reactants are [NH2:1][C@@H:2]([CH2:33][C:34]1[CH:39]=[CH:38][CH:37]=[CH:36][CH:35]=1)[C@@H:3]([OH:32])[CH2:4][C@@H:5]([NH:19][C:20]([C@@H:22]([NH:27][C:28](=[O:31])[O:29][CH3:30])[C:23]([CH3:26])([CH3:25])[CH3:24])=[O:21])[CH2:6][C:7]1[CH:12]=[CH:11][C:10]([C:13]2[CH:18]=[CH:17][CH:16]=[CH:15][N:14]=2)=[CH:9][CH:8]=1.[CH3:40][C:41]([CH3:64])([CH3:63])[C@H:42]([N:46]1[CH2:50][CH2:49][N:48]([CH2:51][C:52]2[N:56]([CH3:57])[C:55]3[CH:58]=[CH:59][CH:60]=[CH:61][C:54]=3[N:53]=2)[C:47]1=[O:62])[C:43](O)=[O:44].CCOP(ON1N=NC2C=CC=CC=2C1=O)(OCC)=O.C(N(CC)C(C)C)(C)C. The catalyst is C1COCC1. The product is [CH3:40][C:41]([CH3:64])([CH3:63])[C@H:42]([N:46]1[CH2:50][CH2:49][N:48]([CH2:51][C:52]2[N:56]([CH3:57])[C:55]3[CH:58]=[CH:59][CH:60]=[CH:61][C:54]=3[N:53]=2)[C:47]1=[O:62])[C:43]([NH:1][C@@H:2]([CH2:33][C:34]1[CH:35]=[CH:36][CH:37]=[CH:38][CH:39]=1)[C@@H:3]([OH:32])[CH2:4][C@@H:5]([NH:19][C:20]([C@@H:22]([NH:27][C:28](=[O:31])[O:29][CH3:30])[C:23]([CH3:26])([CH3:25])[CH3:24])=[O:21])[CH2:6][C:7]1[CH:12]=[CH:11][C:10]([C:13]2[CH:18]=[CH:17][CH:16]=[CH:15][N:14]=2)=[CH:9][CH:8]=1)=[O:44]. The yield is 0.140. (5) The reactants are CON(C)[C:4]([C:6]1[S:10][C:9]([C:11]2[CH:16]=[CH:15][C:14]([C:17]([F:20])([F:19])[F:18])=[CH:13][CH:12]=2)=[N:8][C:7]=1[CH:21]([CH3:23])[CH3:22])=[O:5].[CH3:25][Mg]Br. The catalyst is O1CCCC1. The product is [CH:21]([C:7]1[N:8]=[C:9]([C:11]2[CH:12]=[CH:13][C:14]([C:17]([F:18])([F:20])[F:19])=[CH:15][CH:16]=2)[S:10][C:6]=1[C:4](=[O:5])[CH3:25])([CH3:22])[CH3:23]. The yield is 0.820. (6) The reactants are Cl[CH:2]([C:8]([CH3:10])=[O:9])[C:3]([O:5][CH2:6][CH3:7])=[O:4].C(=O)([O-])O.[Na+].[Cl:16][C:17]1[CH:22]=[CH:21][C:20]([SH:23])=[CH:19][CH:18]=1.O. The catalyst is COCCOC. The product is [CH2:6]([O:5][C:3](=[O:4])[CH:2]([S:23][C:20]1[CH:21]=[CH:22][C:17]([Cl:16])=[CH:18][CH:19]=1)[C:8](=[O:9])[CH3:10])[CH3:7]. The yield is 0.550.